From a dataset of Forward reaction prediction with 1.9M reactions from USPTO patents (1976-2016). Predict the product of the given reaction. (1) Given the reactants [CH2:1]([O:3][C:4](=[O:18])[CH:5]([O:15][CH2:16][CH3:17])[CH2:6][C:7]1[CH:12]=[CH:11][C:10]([OH:13])=[C:9]([CH3:14])[CH:8]=1)[CH3:2].Cl[CH2:20][C:21]1[N:22]=[C:23]([C:26]2[CH:31]=[CH:30][CH:29]=[CH:28][CH:27]=2)[O:24][CH:25]=1.[H-].[Na+], predict the reaction product. The product is: [CH2:1]([O:3][C:4](=[O:18])[CH:5]([O:15][CH2:16][CH3:17])[CH2:6][C:7]1[CH:12]=[CH:11][C:10]([O:13][CH2:20][C:21]2[N:22]=[C:23]([C:26]3[CH:27]=[CH:28][CH:29]=[CH:30][CH:31]=3)[O:24][CH:25]=2)=[C:9]([CH3:14])[CH:8]=1)[CH3:2]. (2) Given the reactants [CH:1]1[C:10]2[C:5](=[CH:6][C:7]([NH:11][C:12](=[O:41])[CH:13]([C:24]3[CH:29]=[CH:28][C:27]([O:30][Si](C(C)C)(C(C)C)C(C)C)=[CH:26][CH:25]=3)[CH2:14][CH2:15][NH:16][C:17](=[O:23])[O:18][C:19]([CH3:22])([CH3:21])[CH3:20])=[CH:8][CH:9]=2)[CH:4]=[CH:3][N:2]=1.CCCC[N+](CCCC)(CCCC)CCCC.[F-], predict the reaction product. The product is: [OH:30][C:27]1[CH:28]=[CH:29][C:24]([CH:13]([C:12]([NH:11][C:7]2[CH:6]=[C:5]3[C:10](=[CH:9][CH:8]=2)[CH:1]=[N:2][CH:3]=[CH:4]3)=[O:41])[CH2:14][CH2:15][NH:16][C:17](=[O:23])[O:18][C:19]([CH3:22])([CH3:21])[CH3:20])=[CH:25][CH:26]=1. (3) Given the reactants [C:1]([O:5][C:6]([N:8]1[CH2:12][C@H:11]([O:13][C:14]2[C:23]3[C:18](=[CH:19][C:20]([O:24][CH3:25])=[CH:21][CH:22]=3)[N:17]=[C:16]([C:26]3[N:27]=[C:28]([NH:31][CH:32]([CH3:34])[CH3:33])[S:29][CH:30]=3)[CH:15]=2)[CH2:10][C@H:9]1[C:35](=[O:68])[NH:36][C@:37]1([C:42]([NH:44][S:45]([C:48]2[CH:53]=[CH:52][CH:51]=[CH:50][C:49]=2[NH:54][C:55](=[O:67])[CH2:56][O:57][CH2:58][CH2:59][O:60][CH2:61][CH2:62][C:63]([O:65]C)=[O:64])(=[O:47])=[O:46])=[O:43])[CH2:39][C@H:38]1[CH:40]=[CH2:41])=[O:7])([CH3:4])([CH3:3])[CH3:2].[Li+].[OH-], predict the reaction product. The product is: [C:1]([O:5][C:6]([N:8]1[CH2:12][C@H:11]([O:13][C:14]2[C:23]3[C:18](=[CH:19][C:20]([O:24][CH3:25])=[CH:21][CH:22]=3)[N:17]=[C:16]([C:26]3[N:27]=[C:28]([NH:31][CH:32]([CH3:33])[CH3:34])[S:29][CH:30]=3)[CH:15]=2)[CH2:10][C@H:9]1[C:35](=[O:68])[NH:36][C@:37]1([C:42]([NH:44][S:45]([C:48]2[CH:53]=[CH:52][CH:51]=[CH:50][C:49]=2[NH:54][C:55](=[O:67])[CH2:56][O:57][CH2:58][CH2:59][O:60][CH2:61][CH2:62][C:63]([OH:65])=[O:64])(=[O:46])=[O:47])=[O:43])[CH2:39][C@H:38]1[CH:40]=[CH2:41])=[O:7])([CH3:3])([CH3:4])[CH3:2]. (4) Given the reactants [CH2:1]([O:3][C:4]([CH:6]([CH2:14][CH3:15])[CH2:7][NH:8][C@H:9]([C:11]([OH:13])=[O:12])[CH3:10])=[O:5])[CH3:2].C(=O)([O-])[O-].[K+].[K+].Cl[C:23]([O:25][CH2:26][C:27]1[CH:32]=[CH:31][CH:30]=[CH:29][CH:28]=1)=[O:24], predict the reaction product. The product is: [CH2:1]([O:3][C:4]([CH:6]([CH2:14][CH3:15])[CH2:7][N:8]([C:23]([O:25][CH2:26][C:27]1[CH:32]=[CH:31][CH:30]=[CH:29][CH:28]=1)=[O:24])[C@H:9]([C:11]([OH:13])=[O:12])[CH3:10])=[O:5])[CH3:2]. (5) Given the reactants FC1C=CC(CNC)=CC=1.[CH3:11][NH:12][CH2:13][CH2:14][CH2:15][C:16]1[CH:21]=[CH:20][CH:19]=[CH:18][CH:17]=1.[F:22][C:23]1[CH:45]=[CH:44][C:26]([CH2:27][NH:28][C:29]([C:31]2[S:35][C:34]([C:36]3[CH:41]=[N:40][CH:39]=[C:38](I)[N:37]=3)=[N:33][C:32]=2[CH3:43])=[O:30])=[CH:25][CH:24]=1, predict the reaction product. The product is: [F:22][C:23]1[CH:45]=[CH:44][C:26]([CH2:27][NH:28][C:29]([C:31]2[S:35][C:34]([C:36]3[CH:41]=[N:40][CH:39]=[C:38]([N:12]([CH3:11])[CH2:13][CH2:14][CH2:15][C:16]4[CH:21]=[CH:20][CH:19]=[CH:18][CH:17]=4)[N:37]=3)=[N:33][C:32]=2[CH3:43])=[O:30])=[CH:25][CH:24]=1. (6) Given the reactants [F:1][C:2]1[CH:3]=[CH:4][C:5]([C:8]([OH:10])=O)=[N:6][CH:7]=1.F[P-](F)(F)(F)(F)F.C[N:19](C(N(C)C)=[N+]1C2C(=NC=CC=2)[N+]([O-])=N1)C.[NH2:35][C:36]1[CH:37]=[CH:38][C:39]([F:54])=[C:40]([C@@:42]2([CH3:53])[NH:47][C:46](=S)[C@:45]([F:50])([CH3:49])[CH2:44][C:43]2([F:52])[F:51])[CH:41]=1.C(N(CC)C(C)C)(C)C.N, predict the reaction product. The product is: [NH2:19][C:46]1[C@:45]([F:50])([CH3:49])[CH2:44][C:43]([F:52])([F:51])[C@:42]([C:40]2[CH:41]=[C:36]([NH:35][C:8](=[O:10])[C:5]3[CH:4]=[CH:3][C:2]([F:1])=[CH:7][N:6]=3)[CH:37]=[CH:38][C:39]=2[F:54])([CH3:53])[N:47]=1. (7) Given the reactants [C:1]([C:5]1[NH:9][C:8]([C:10]([O:12]C)=[O:11])=[C:7]([N+:14]([O-:16])=[O:15])[CH:6]=1)([CH3:4])([CH3:3])[CH3:2].Cl, predict the reaction product. The product is: [C:1]([C:5]1[NH:9][C:8]([C:10]([OH:12])=[O:11])=[C:7]([N+:14]([O-:16])=[O:15])[CH:6]=1)([CH3:4])([CH3:2])[CH3:3].